From a dataset of Peptide-MHC class II binding affinity with 134,281 pairs from IEDB. Regression. Given a peptide amino acid sequence and an MHC pseudo amino acid sequence, predict their binding affinity value. This is MHC class II binding data. (1) The peptide sequence is ALSYYPTPLAKEDFL. The MHC is DRB1_0401 with pseudo-sequence DRB1_0401. The binding affinity (normalized) is 0.447. (2) The peptide sequence is KFGVAKKANVYAVKV. The MHC is DRB1_1001 with pseudo-sequence DRB1_1001. The binding affinity (normalized) is 0.681. (3) The binding affinity (normalized) is 0.567. The peptide sequence is AETCPIFYDVFFAVA. The MHC is HLA-DQA10501-DQB10301 with pseudo-sequence HLA-DQA10501-DQB10301. (4) The peptide sequence is CHFITKETPDRLTDQ. The MHC is DRB4_0101 with pseudo-sequence DRB4_0103. The binding affinity (normalized) is 0.760. (5) The peptide sequence is INEITAAAIAYGLDR. The MHC is HLA-DQA10102-DQB10602 with pseudo-sequence HLA-DQA10102-DQB10602. The binding affinity (normalized) is 0.881. (6) The peptide sequence is VLGVATFFCWMAEVPGTK. The MHC is DRB1_1101 with pseudo-sequence DRB1_1101. The binding affinity (normalized) is 0.130.